Dataset: Catalyst prediction with 721,799 reactions and 888 catalyst types from USPTO. Task: Predict which catalyst facilitates the given reaction. (1) Reactant: [Li:1]CCCC.CCCCCC.[CH:12]([NH:15][CH:16]([CH3:18])[CH3:17])([CH3:14])[CH3:13].[Br:19][C:20]1[CH:25]=[CH:24][CH:23]=[C:22]([CH3:26])[N:21]=1.CN([CH:30]=[O:31])C.CC(O)=O.[BH4-].[Na+]. Product: [Li+:1].[CH3:13][CH:12]([N-:15][CH:16]([CH3:18])[CH3:17])[CH3:14].[Br:19][C:20]1[N:21]=[C:22]([CH2:26][CH2:30][OH:31])[CH:23]=[CH:24][CH:25]=1. The catalyst class is: 36. (2) Reactant: [NH2:1][C:2]1[S:3][CH:4]=[C:5]2[C:10]=1[C:9](=[O:11])[N:8]([C:12]1[CH:17]=[CH:16][C:15](Cl)=[CH:14][CH:13]=1)[N:7]=[C:6]2[C:19]([NH:21][CH:22]([CH3:24])[CH3:23])=[O:20].NC1SC=C2C=1C(=O)N(C1C=CC([Br:42])=CC=1)N=C2C(O)=O. Product: [NH2:1][C:2]1[S:3][CH:4]=[C:5]2[C:10]=1[C:9](=[O:11])[N:8]([C:12]1[CH:17]=[CH:16][C:15]([Br:42])=[CH:14][CH:13]=1)[N:7]=[C:6]2[C:19]([NH:21][CH:22]([CH3:24])[CH3:23])=[O:20]. The catalyst class is: 8. (3) Reactant: [ClH:1].C(OC([NH:9][CH2:10][CH2:11][C:12]([NH:14][CH2:15][C:16]1[CH:24]=[CH:23][CH:22]=[C:21]2[C:17]=1[C:18](=[O:34])[N:19]([CH:26]1[CH2:31][CH2:30][C:29](=[O:32])[NH:28][C:27]1=[O:33])[C:20]2=[O:25])=[O:13])=O)(C)(C)C. Product: [ClH:1].[NH2:9][CH2:10][CH2:11][C:12]([NH:14][CH2:15][C:16]1[CH:24]=[CH:23][CH:22]=[C:21]2[C:17]=1[C:18](=[O:34])[N:19]([CH:26]1[CH2:31][CH2:30][C:29](=[O:32])[NH:28][C:27]1=[O:33])[C:20]2=[O:25])=[O:13]. The catalyst class is: 258. (4) Reactant: [CH2:1]([O:5][CH2:6][CH2:7][O:8][C:9]1[CH:14]=[CH:13][C:12]([C:15]2[CH:16]=[CH:17][C:18]3[N:24]([CH2:25][CH:26]([CH3:28])[CH3:27])[CH2:23][CH2:22][C:21]([C:29]([NH:31][C:32]4[CH:37]=[CH:36][C:35]([S:38][CH2:39][C:40]5[N:41]([CH:45]6[CH2:47][CH2:46]6)[CH:42]=[N:43][CH:44]=5)=[CH:34][CH:33]=4)=[O:30])=[CH:20][C:19]=3[CH:48]=2)=[CH:11][CH:10]=1)[CH2:2][CH2:3][CH3:4].ClC1C=CC=C(C(OO)=[O:57])C=1.S([O-])([O-])(=O)=S.[Na+].[Na+]. Product: [CH2:1]([O:5][CH2:6][CH2:7][O:8][C:9]1[CH:10]=[CH:11][C:12]([C:15]2[CH:16]=[CH:17][C:18]3[N:24]([CH2:25][CH:26]([CH3:27])[CH3:28])[CH2:23][CH2:22][C:21]([C:29]([NH:31][C:32]4[CH:33]=[CH:34][C:35]([S:38]([CH2:39][C:40]5[N:41]([CH:45]6[CH2:46][CH2:47]6)[CH:42]=[N:43][CH:44]=5)=[O:57])=[CH:36][CH:37]=4)=[O:30])=[CH:20][C:19]=3[CH:48]=2)=[CH:13][CH:14]=1)[CH2:2][CH2:3][CH3:4]. The catalyst class is: 4. (5) Reactant: [CH3:1][O:2][C:3](=[O:20])[C:4]([C:13]1[CH:18]=[CH:17][C:16]([Cl:19])=[CH:15][CH:14]=1)([NH:6][CH2:7][C:8]([CH3:12])([CH3:11])[CH2:9]O)[CH3:5].C1(P(C2C=CC=CC=2)C2C=CC=CC=2)C=CC=CC=1.BrC(Br)(Br)Br. Product: [Cl:19][C:16]1[CH:17]=[CH:18][C:13]([C:4]([N:6]2[CH2:9][C:8]([CH3:12])([CH3:11])[CH2:7]2)([CH3:5])[C:3]([O:2][CH3:1])=[O:20])=[CH:14][CH:15]=1. The catalyst class is: 10.